From a dataset of Forward reaction prediction with 1.9M reactions from USPTO patents (1976-2016). Predict the product of the given reaction. Given the reactants [CH2:1]([O:3][C:4](=[O:25])[C@H:5]([C:18]1[CH:23]=[CH:22][C:21]([Cl:24])=[CH:20][CH:19]=1)[N:6]1[C:15](=[O:16])[C:14]2[C:9](=[CH:10][CH:11]=[CH:12][CH:13]=2)[NH:8][C:7]1=[O:17])[CH3:2].Br[CH2:27][C:28]1[C:32]2[C:33]([CH3:38])=[CH:34][C:35]([CH3:37])=[CH:36][C:31]=2[S:30][N:29]=1.C([O-])([O-])=O.[K+].[K+].O, predict the reaction product. The product is: [CH2:1]([O:3][C:4](=[O:25])[C@H:5]([C:18]1[CH:19]=[CH:20][C:21]([Cl:24])=[CH:22][CH:23]=1)[N:6]1[C:15](=[O:16])[C:14]2[C:9](=[CH:10][CH:11]=[CH:12][CH:13]=2)[N:8]([CH2:27][C:28]2[C:32]3[C:33]([CH3:38])=[CH:34][C:35]([CH3:37])=[CH:36][C:31]=3[S:30][N:29]=2)[C:7]1=[O:17])[CH3:2].